This data is from Full USPTO retrosynthesis dataset with 1.9M reactions from patents (1976-2016). The task is: Predict the reactants needed to synthesize the given product. (1) Given the product [NH2:1][C:2]1[N:11]=[C:5]2[C:6]([O:10][CH2:23][C:24]3[CH:29]=[CH:28][CH:27]=[CH:26][C:25]=3[N:30]([CH3:35])[S:31]([CH3:34])(=[O:33])=[O:32])=[CH:7][CH:8]=[CH:9][N:4]2[N:3]=1, predict the reactants needed to synthesize it. The reactants are: [NH2:1][C:2]1[N:11]=[C:5]2[C:6]([OH:10])=[CH:7][CH:8]=[CH:9][N:4]2[N:3]=1.C(=O)([O-])[O-].[Cs+].[Cs+].CC(C)=O.Br[CH2:23][C:24]1[CH:29]=[CH:28][CH:27]=[CH:26][C:25]=1[N:30]([CH3:35])[S:31]([CH3:34])(=[O:33])=[O:32]. (2) Given the product [NH2:1][C:2]1[N:17]([C@H:18]2[CH2:23][CH2:22][C@H:21]([OH:24])[CH2:20][CH2:19]2)[C:16]2[CH:15]=[CH:14][C:8]([C:9]([O:11][CH2:12][CH3:13])=[O:10])=[CH:7][C:6]=2[N:5]=1, predict the reactants needed to synthesize it. The reactants are: [N:1]#[C:2]Br.O.[NH2:5][C:6]1[CH:7]=[C:8]([CH:14]=[CH:15][C:16]=1[NH:17][C@H:18]1[CH2:23][CH2:22][C@H:21]([OH:24])[CH2:20][CH2:19]1)[C:9]([O:11][CH2:12][CH3:13])=[O:10]. (3) The reactants are: [CH3:1][O:2][C:3]1[CH:8]=[CH:7][C:6]([N:9]2[C:13]3[C:14](=[O:27])[N:15]([CH2:18][CH2:19][CH2:20][CH2:21][C:22]([N:24]([CH3:26])[CH3:25])=[NH:23])[CH2:16][CH2:17][C:12]=3[C:11]([C:28]([F:31])([F:30])[F:29])=[N:10]2)=[CH:5][CH:4]=1.[CH3:32][S:33](Cl)(=[O:35])=[O:34].C(N(CC)CC)C. Given the product [CH3:26][N:24]([CH3:25])[C:22](=[N:23][S:33]([CH3:32])(=[O:35])=[O:34])[CH2:21][CH2:20][CH2:19][CH2:18][N:15]1[CH2:16][CH2:17][C:12]2[C:11]([C:28]([F:31])([F:29])[F:30])=[N:10][N:9]([C:6]3[CH:7]=[CH:8][C:3]([O:2][CH3:1])=[CH:4][CH:5]=3)[C:13]=2[C:14]1=[O:27], predict the reactants needed to synthesize it. (4) Given the product [N:24]1([C:27]2[C:32]([NH:33][C:2]3[C:11]4[C:6](=[CH:7][C:8]([F:13])=[CH:9][C:10]=4[F:12])[N:5]=[C:4]([N:14]4[CH2:18][CH2:17][CH2:16][C:15]4=[O:19])[C:3]=3[CH3:20])=[CH:31][C:30]([N:34]3[CH2:35][CH2:36][O:37][CH2:38][CH2:39]3)=[CH:29][N:28]=2)[CH2:23][CH2:22][O:21][CH2:26][CH2:25]1, predict the reactants needed to synthesize it. The reactants are: Cl[C:2]1[C:11]2[C:6](=[CH:7][C:8]([F:13])=[CH:9][C:10]=2[F:12])[N:5]=[C:4]([N:14]2[CH2:18][CH2:17][CH2:16][C:15]2=[O:19])[C:3]=1[CH3:20].[O:21]1[CH2:26][CH2:25][N:24]([C:27]2[C:32]([NH2:33])=[CH:31][C:30]([N:34]3[CH2:39][CH2:38][O:37][CH2:36][CH2:35]3)=[CH:29][N:28]=2)[CH2:23][CH2:22]1. (5) Given the product [C:32]([C:21]1[CH:29]=[CH:28][C:24]([C:25]([O:27][CH3:1])=[O:26])=[C:23]([O:30][CH3:31])[CH:22]=1)#[N:33], predict the reactants needed to synthesize it. The reactants are: [C:1]1(P(C2C=CC=CC=2)C2C=CC=CC=2)C=CC=CC=1.Br[C:21]1[CH:29]=[CH:28][C:24]([C:25]([O-:27])=[O:26])=[C:23]([O:30][CH3:31])[CH:22]=1.[CH3:32][N:33](C=O)C.